This data is from Aqueous solubility values for 9,982 compounds from the AqSolDB database. The task is: Regression/Classification. Given a drug SMILES string, predict its absorption, distribution, metabolism, or excretion properties. Task type varies by dataset: regression for continuous measurements (e.g., permeability, clearance, half-life) or binary classification for categorical outcomes (e.g., BBB penetration, CYP inhibition). For this dataset (solubility_aqsoldb), we predict Y. (1) The compound is COC(=O)c1cc(CCc2cc(OC)ccc2OC)ccc1O. The Y is -6.39 log mol/L. (2) The Y is -3.43 log mol/L. The drug is CC(C)(C)c1ccc(OCC2CO2)cc1. (3) The molecule is OCc1ccccc1CO. The Y is 0.0569 log mol/L. (4) The compound is CC1C(C=O)CC2CC1C2(C)C. The Y is -3.56 log mol/L. (5) The Y is -12.0 log mol/L. The compound is CCCCCCCC/C=C\CCCCCCCC(=O)[O-].CCCCCCCC/C=C\CCCCCCCC(=O)[O-].[Cu+2]. (6) The drug is O=S(=O)(NS(=O)(=O)c1ccc(Cl)cc1)c1ccc(Cl)cc1. The Y is -2.48 log mol/L. (7) The drug is NC1(C(=O)O)CCCC1. The Y is -0.412 log mol/L.